This data is from M1 muscarinic receptor antagonist screen with 61,756 compounds. The task is: Binary Classification. Given a drug SMILES string, predict its activity (active/inactive) in a high-throughput screening assay against a specified biological target. (1) The compound is O(c1c(COC(=O)C=2OCCOC2)cc(cc1)C(=O)C)CC. The result is 0 (inactive). (2) The result is 0 (inactive). The drug is O=C1N(c2n(nc(n2)NC(=O)C)c2ccccc2)C(=O)c2c1cccc2.